Dataset: Catalyst prediction with 721,799 reactions and 888 catalyst types from USPTO. Task: Predict which catalyst facilitates the given reaction. (1) Reactant: [CH3:1][CH:2]1[CH2:8][CH2:7][CH2:6][CH2:5][O:4][C:3]1=[O:9].[Li+].[CH3:11][Si]([N-][Si](C)(C)C)(C)C.CI.[NH4+].[Cl-]. Product: [CH3:1][C:2]1([CH3:11])[CH2:8][CH2:7][CH2:6][CH2:5][O:4][C:3]1=[O:9]. The catalyst class is: 1. (2) Product: [CH2:14]([N:16]1[C:24]2[C:19](=[CH:20][C:21]([C:25]3[NH:13][C:12]4[N:11]([N:10]=[CH:9][C:8]=4[C:7]4[N:3]([CH2:1][CH3:2])[N:4]=[CH:5][CH:6]=4)[C:27](=[O:28])[CH:26]=3)=[CH:22][CH:23]=2)[CH:18]=[N:17]1)[CH3:15]. Reactant: [CH2:1]([N:3]1[C:7]([C:8]2[CH:9]=[N:10][NH:11][C:12]=2[NH2:13])=[CH:6][CH:5]=[N:4]1)[CH3:2].[CH2:14]([N:16]1[C:24]2[C:19](=[CH:20][C:21]([C:25](=O)[CH2:26][C:27](OCC)=[O:28])=[CH:22][CH:23]=2)[CH:18]=[N:17]1)[CH3:15].CC1C=CC(S(O)(=O)=O)=CC=1. The catalyst class is: 114. (3) Reactant: [Br:1][C:2]1[CH:3]=[CH:4][C:5]2[CH:9]=[C:8](C(OCC)=O)[S:7][C:6]=2[CH:15]=1.[CH3:16][NH:17][S:18]([CH3:21])(=[O:20])=[O:19].[C:22](=O)([O-])[O-].[K+].[K+]. Product: [Br:1][C:2]1[CH:3]=[CH:4][C:5]2[C:9]([CH2:22][CH2:21][S:18]([NH:17][CH3:16])(=[O:20])=[O:19])=[CH:8][S:7][C:6]=2[CH:15]=1. The catalyst class is: 80. (4) Reactant: [C:1]([O:5][C:6](=[O:33])[NH:7][CH:8]1[CH2:13][CH2:12][N:11]([S:14]([C:17]2[O:18]C(C(=O)NCCC3C=CC=CC=3)=C[CH:21]=2)(=[O:16])=[O:15])[CH2:10][CH2:9]1)([CH3:4])([CH3:3])[CH3:2].Cl.C(N(C(C)C)CC)(C)C.[C:44](Cl)(=[O:47])[CH:45]=[CH2:46].[O:49]1CCOC[CH2:50]1. Product: [CH3:50][O:49][C:44]([C:45]1[O:18][C:17]([S:14]([N:11]2[CH2:10][CH2:9][CH:8]([NH:7][C:6]([O:5][C:1]([CH3:4])([CH3:3])[CH3:2])=[O:33])[CH2:13][CH2:12]2)(=[O:16])=[O:15])=[CH:21][CH:46]=1)=[O:47]. The catalyst class is: 2. (5) Reactant: [CH3:1][CH:2]([NH:4][C:5]1[CH:9]=[CH:8][S:7][C:6]=1[C:10]([O:12][CH3:13])=[O:11])[CH3:3].[F:14][C:15]([F:26])([F:25])[C@H:16]1[CH2:21][CH2:20][C@H:19]([C:22](Cl)=[O:23])[CH2:18][CH2:17]1.C1(P(C2C=CC=CC=2)C2C=CC=CC=2)C=CC=CC=1. Product: [CH3:3][CH:2]([N:4]([C:22]([C@H:19]1[CH2:18][CH2:17][C@H:16]([C:15]([F:14])([F:25])[F:26])[CH2:21][CH2:20]1)=[O:23])[C:5]1[CH:9]=[CH:8][S:7][C:6]=1[C:10]([O:12][CH3:13])=[O:11])[CH3:1]. The catalyst class is: 2.